Dataset: Full USPTO retrosynthesis dataset with 1.9M reactions from patents (1976-2016). Task: Predict the reactants needed to synthesize the given product. (1) The reactants are: [H-].[Li+].[CH3:3]OS(OC)(=O)=O.[C:10]([O:18][C:19]1[C:20]([C:40]([O:42][CH3:43])=[O:41])=[N:21][C:22]([C:26]([NH:29][C:30]([O:32][CH2:33][C:34]2[CH:39]=[CH:38][CH:37]=[CH:36][CH:35]=2)=[O:31])([CH3:28])[CH3:27])=[N:23][C:24]=1[OH:25])(=[O:17])[C:11]1[CH:16]=[CH:15][CH:14]=[CH:13][CH:12]=1. Given the product [C:10]([O:18][C:19]1[C:24](=[O:25])[N:23]([CH3:3])[C:22]([C:26]([NH:29][C:30]([O:32][CH2:33][C:34]2[CH:35]=[CH:36][CH:37]=[CH:38][CH:39]=2)=[O:31])([CH3:27])[CH3:28])=[N:21][C:20]=1[C:40]([O:42][CH3:43])=[O:41])(=[O:17])[C:11]1[CH:16]=[CH:15][CH:14]=[CH:13][CH:12]=1, predict the reactants needed to synthesize it. (2) Given the product [CH2:18]([NH:22][C:15]([CH:8]1[C:9]2[C:4](=[C:3]([O:2][CH3:1])[CH:12]=[CH:11][C:10]=2[O:13][CH3:14])[CH2:5][CH2:6][CH2:7]1)=[O:17])[CH:19]([CH3:21])[CH3:20], predict the reactants needed to synthesize it. The reactants are: [CH3:1][O:2][C:3]1[CH:12]=[CH:11][C:10]([O:13][CH3:14])=[C:9]2[C:4]=1[CH2:5][CH2:6][CH2:7][CH:8]2[C:15]([OH:17])=O.[CH2:18]([NH2:22])[CH:19]([CH3:21])[CH3:20].C(Cl)CCl.C1C=CC2N(O)N=NC=2C=1.C(N(CC)CC)C. (3) Given the product [NH2:15][C:10]1[CH:11]=[CH:12][CH:13]=[CH:14][C:9]=1/[CH:8]=[C:2](\[F:1])/[C:3]([O:5][CH2:6][CH3:7])=[O:4], predict the reactants needed to synthesize it. The reactants are: [F:1]/[C:2](=[CH:8]\[C:9]1[CH:14]=[CH:13][CH:12]=[CH:11][C:10]=1[N+:15]([O-])=O)/[C:3]([O:5][CH2:6][CH3:7])=[O:4].C(O)C.[NH4+].[Cl-].